From a dataset of Peptide-MHC class I binding affinity with 185,985 pairs from IEDB/IMGT. Regression. Given a peptide amino acid sequence and an MHC pseudo amino acid sequence, predict their binding affinity value. This is MHC class I binding data. The binding affinity (normalized) is 0.476. The MHC is H-2-Kb with pseudo-sequence H-2-Kb. The peptide sequence is NAIVNWDPV.